Dataset: Catalyst prediction with 721,799 reactions and 888 catalyst types from USPTO. Task: Predict which catalyst facilitates the given reaction. (1) Product: [Cl-:28].[CH3:1][O:2][C:3]1[CH:4]([CH2:18][CH2:19][NH3+:20])[CH2:5][C:6](=[O:17])[C:7]=1[C:8]1[C:13]([CH3:14])=[CH:12][C:11]([CH3:15])=[CH:10][C:9]=1[CH3:16]. The catalyst class is: 4. Reactant: [CH3:1][O:2][C:3]1[CH:4]([CH2:18][CH2:19][NH:20]C(=O)OC(C)(C)C)[CH2:5][C:6](=[O:17])[C:7]=1[C:8]1[C:13]([CH3:14])=[CH:12][C:11]([CH3:15])=[CH:10][C:9]=1[CH3:16].[ClH:28]. (2) Reactant: C([Li])CCC.[CH2:6]([O:13][C:14]1[CH:19]=[C:18]([O:20][CH2:21][C:22]2[CH:27]=[CH:26][CH:25]=[CH:24][CH:23]=2)[C:17](Br)=[CH:16][C:15]=1[C:29]1[O:33][N:32]=[C:31]([CH3:34])[C:30]=1[C:35]1[CH:40]=[CH:39][C:38]([O:41][CH3:42])=[CH:37][CH:36]=1)[C:7]1[CH:12]=[CH:11][CH:10]=[CH:9][CH:8]=1.Cl[C:44]([O:46][CH3:47])=[O:45]. Product: [CH3:47][O:46][C:44](=[O:45])[C:17]1[CH:16]=[C:15]([C:29]2[O:33][N:32]=[C:31]([CH3:34])[C:30]=2[C:35]2[CH:40]=[CH:39][C:38]([O:41][CH3:42])=[CH:37][CH:36]=2)[C:14]([O:13][CH2:6][C:7]2[CH:12]=[CH:11][CH:10]=[CH:9][CH:8]=2)=[CH:19][C:18]=1[O:20][CH2:21][C:22]1[CH:27]=[CH:26][CH:25]=[CH:24][CH:23]=1. The catalyst class is: 7. (3) Reactant: Cl[C:2]1[NH:7][C:6](=[O:8])[N:5]([CH:9]([CH3:11])[CH3:10])[C:4](=[O:12])[CH:3]=1.[F:13][C:14]([F:24])([F:23])[C@@H:15]([C:17]1[CH:22]=[CH:21][CH:20]=[CH:19][CH:18]=1)[NH2:16].CN1C(=O)CCC1. Product: [CH:9]([N:5]1[C:4](=[O:12])[CH:3]=[C:2]([NH:16][C@H:15]([C:17]2[CH:22]=[CH:21][CH:20]=[CH:19][CH:18]=2)[C:14]([F:13])([F:23])[F:24])[NH:7][C:6]1=[O:8])([CH3:11])[CH3:10]. The catalyst class is: 578.